This data is from Full USPTO retrosynthesis dataset with 1.9M reactions from patents (1976-2016). The task is: Predict the reactants needed to synthesize the given product. (1) Given the product [C:14]([C:18]1[CH:37]=[CH:36][C:21]([CH2:22][N:23]([CH2:24][CH2:25][C:26]2[CH:31]=[CH:30][CH:29]=[C:28]([C:32]([F:35])([F:33])[F:34])[CH:27]=2)[C:11]([C:8]2[CH:9]=[CH:10][C:2]([F:1])=[C:3]3[C:7]=2[NH:6][CH:5]=[CH:4]3)=[O:13])=[CH:20][CH:19]=1)([CH3:17])([CH3:15])[CH3:16], predict the reactants needed to synthesize it. The reactants are: [F:1][C:2]1[CH:10]=[CH:9][C:8]([C:11]([OH:13])=O)=[C:7]2[C:3]=1[CH:4]=[CH:5][NH:6]2.[C:14]([C:18]1[CH:37]=[CH:36][C:21]([CH2:22][NH:23][CH2:24][CH2:25][C:26]2[CH:31]=[CH:30][CH:29]=[C:28]([C:32]([F:35])([F:34])[F:33])[CH:27]=2)=[CH:20][CH:19]=1)([CH3:17])([CH3:16])[CH3:15].CCN=C=NCCCN(C)C.Cl. (2) Given the product [Cl:1][C:2]1[C:7]([O:8][CH:9]([CH3:10])[CH3:11])=[C:6]([CH:12]=[O:13])[CH:5]=[C:4]([CH:14]2[CH2:16][CH2:15]2)[C:3]=1[C:17]1[CH:22]=[CH:21][C:20]([F:23])=[CH:19][C:18]=1[F:24], predict the reactants needed to synthesize it. The reactants are: [Cl:1][C:2]1[C:7]([O:8][CH:9]([CH3:11])[CH3:10])=[C:6]([CH2:12][OH:13])[CH:5]=[C:4]([CH:14]2[CH2:16][CH2:15]2)[C:3]=1[C:17]1[CH:22]=[CH:21][C:20]([F:23])=[CH:19][C:18]=1[F:24]. (3) Given the product [CH:46]([O:45][C:42]1[CH:43]=[CH:44][C:39]([NH:38][C:37]([N:15]2[CH2:16][CH2:17][CH:12]([C:6]3[C:5]4[C:10](=[CH:11][C:2]([Cl:1])=[CH:3][CH:4]=4)[N:9]=[CH:8][N:7]=3)[CH2:13][CH2:14]2)=[O:36])=[CH:40][CH:41]=1)([CH3:48])[CH3:47], predict the reactants needed to synthesize it. The reactants are: [Cl:1][C:2]1[CH:11]=[C:10]2[C:5]([C:6]([CH:12]3[CH2:17][CH2:16][NH:15][CH2:14][CH2:13]3)=[N:7][CH:8]=[N:9]2)=[CH:4][CH:3]=1.CCN(C(C)C)C(C)C.[N+](C1C=CC([O:36][C:37](=O)[NH:38][C:39]2[CH:44]=[CH:43][C:42]([O:45][CH:46]([CH3:48])[CH3:47])=[CH:41][CH:40]=2)=CC=1)([O-])=O. (4) Given the product [CH2:14]([O:13][C:3]1[CH:4]=[C:5]([CH:6]=[C:7]([O:8][CH2:9][CH3:10])[C:2]=1[N:1]1[CH:4]=[CH:3][CH:2]=[CH:7]1)[CH:11]=[O:12])[CH3:15], predict the reactants needed to synthesize it. The reactants are: [NH2:1][C:2]1[C:7]([O:8][CH2:9][CH3:10])=[CH:6][C:5]([CH2:11][OH:12])=[CH:4][C:3]=1[O:13][CH2:14][CH3:15]. (5) Given the product [Cl:29][C:23]1[CH:22]=[C:21]([NH:20][C:19](=[O:30])[C:11]([OH:18])([C:12]2[CH:13]=[CH:14][CH:15]=[CH:16][CH:17]=2)[CH2:10][C:7]2[CH:8]=[CH:9][C:4]([CH2:3][OH:2])=[CH:5][CH:6]=2)[CH:26]=[CH:25][C:24]=1[C:27]#[N:28], predict the reactants needed to synthesize it. The reactants are: C[O:2][C:3](=O)[C:4]1[CH:9]=[CH:8][C:7]([CH2:10][C:11]([C:19](=[O:30])[NH:20][C:21]2[CH:26]=[CH:25][C:24]([C:27]#[N:28])=[C:23]([Cl:29])[CH:22]=2)([OH:18])[C:12]2[CH:17]=[CH:16][CH:15]=[CH:14][CH:13]=2)=[CH:6][CH:5]=1.[H-].[Al+3].[Li+].[H-].[H-].[H-].O. (6) Given the product [NH:1]1[C:5]2[CH:6]=[CH:7][CH:8]=[CH:9][C:4]=2[N:3]=[C:2]1[CH:10]([NH:20][C:31]([NH:30][C@H:28]([C:24]1[CH:25]=[CH:26][CH:27]=[C:22]([Cl:21])[CH:23]=1)[CH3:29])=[O:32])[CH2:11][C:12]1[CH:17]=[CH:16][C:15]([O:18][CH3:19])=[CH:14][CH:13]=1, predict the reactants needed to synthesize it. The reactants are: [NH:1]1[C:5]2[CH:6]=[CH:7][CH:8]=[CH:9][C:4]=2[N:3]=[C:2]1[CH:10]([NH2:20])[CH2:11][C:12]1[CH:17]=[CH:16][C:15]([O:18][CH3:19])=[CH:14][CH:13]=1.[Cl:21][C:22]1[CH:23]=[C:24]([C@@H:28]([NH2:30])[CH3:29])[CH:25]=[CH:26][CH:27]=1.[C:31](O)(C(F)(F)F)=[O:32]. (7) Given the product [CH2:1]([C@@H:8]([C:9]([NH:31][C:28]1[S:29][CH:30]=[C:26]([C:22]2[C:21]([CH3:20])=[N:25][O:24][N:23]=2)[N:27]=1)=[O:11])[CH2:12][C:13]([OH:15])=[O:14])[C:2]1[CH:3]=[CH:4][CH:5]=[CH:6][CH:7]=1, predict the reactants needed to synthesize it. The reactants are: [CH2:1]([C@H:8]([CH2:12][C:13]([O:15]C(C)(C)C)=[O:14])[C:9]([OH:11])=O)[C:2]1[CH:7]=[CH:6][CH:5]=[CH:4][CH:3]=1.[CH3:20][C:21]1[C:22]([C:26]2[N:27]=[C:28]([NH2:31])[S:29][CH:30]=2)=[N:23][O:24][N:25]=1. (8) Given the product [C:1]([C:7]1([O:9][Si:10]([CH3:13])([CH3:12])[CH3:11])[CH2:8][O:5][CH2:6]1)#[CH:2], predict the reactants needed to synthesize it. The reactants are: [C:1]([Mg]Cl)#[CH:2].[O:5]1[CH2:8][C:7](=[O:9])[CH2:6]1.[Si:10](Cl)([CH3:13])([CH3:12])[CH3:11].C([O-])(O)=O.[Na+]. (9) Given the product [CH2:1]([N:8]1[C@H:13]([CH2:14][CH3:15])[CH2:12][O:11][C:10]([CH2:17][CH2:18][OH:19])([CH3:16])[C:9]1=[O:20])[C:2]1[CH:3]=[CH:4][CH:5]=[CH:6][CH:7]=1, predict the reactants needed to synthesize it. The reactants are: [CH2:1]([N:8]1[C@H:13]([CH2:14][CH3:15])[CH2:12][O:11][C:10]([CH2:17][CH:18]=[O:19])([CH3:16])[C:9]1=[O:20])[C:2]1[CH:7]=[CH:6][CH:5]=[CH:4][CH:3]=1.[BH4-].[Na+].O. (10) The reactants are: C([O:8][N:9]1[C:15](=[O:16])[N:14]2[CH2:17][C@H:10]1[CH2:11][CH2:12][C@H:13]2[C:18]([NH:20][C@H:21]1[CH2:27][CH2:26][CH2:25][N:24]([C:28]([O:30][C:31]([CH3:34])([CH3:33])[CH3:32])=[O:29])[CH2:23][CH2:22]1)=[O:19])C1C=CC=CC=1. Given the product [OH:8][N:9]1[C:15](=[O:16])[N:14]2[CH2:17][C@H:10]1[CH2:11][CH2:12][C@H:13]2[C:18]([NH:20][C@H:21]1[CH2:27][CH2:26][CH2:25][N:24]([C:28]([O:30][C:31]([CH3:34])([CH3:33])[CH3:32])=[O:29])[CH2:23][CH2:22]1)=[O:19], predict the reactants needed to synthesize it.